Dataset: Forward reaction prediction with 1.9M reactions from USPTO patents (1976-2016). Task: Predict the product of the given reaction. Given the reactants CC(OI1(OC(C)=O)(OC(C)=O)OC(=O)C2C=CC=CC1=2)=O.[S:23]1[C:28]2[CH:29]=[CH:30][C:31]([CH2:33][OH:34])=[CH:32][C:27]=2[NH:26][CH2:25][CH2:24]1, predict the reaction product. The product is: [S:23]1[C:28]2[CH:29]=[CH:30][C:31]([CH:33]=[O:34])=[CH:32][C:27]=2[NH:26][CH2:25][CH2:24]1.